Dataset: Forward reaction prediction with 1.9M reactions from USPTO patents (1976-2016). Task: Predict the product of the given reaction. (1) The product is: [CH3:11][CH2:12][CH2:7][CH:8]([CH3:20])[CH3:9].[CH3:13][C:12]1[C:7]([B:23]([OH:24])[OH:22])=[C:8]([CH3:20])[CH:9]=[C:10]([C:14]2[CH:19]=[CH:18][CH:17]=[CH:16][CH:15]=2)[CH:11]=1. Given the reactants C([Li])(C)(C)C.Br[C:7]1[C:12]([CH3:13])=[CH:11][C:10]([C:14]2[CH:19]=[CH:18][CH:17]=[CH:16][CH:15]=2)=[CH:9][C:8]=1[CH3:20].C[O:22][B:23](OC)[O:24]C.Cl, predict the reaction product. (2) Given the reactants CNC(NCCC[C@H](N)C(O)=O)=NC.C(O[C:23]([N:25]1[CH2:29][CH2:28][CH2:27][C@@H:26]1[C:30]([C:32]1[C:40]2[C:35](=[CH:36][CH:37]=[C:38]([Br:41])[CH:39]=2)[NH:34][CH:33]=1)=O)=O)C1C=CC=CC=1.[OH-].[Na+], predict the reaction product. The product is: [Br:41][C:38]1[CH:39]=[C:40]2[C:35](=[CH:36][CH:37]=1)[NH:34][CH:33]=[C:32]2[CH2:30][C@H:26]1[CH2:27][CH2:28][CH2:29][N:25]1[CH3:23]. (3) The product is: [CH3:14][N:15]([CH3:16])[CH2:3][C:2]([CH3:1])([N:6]1[CH:10]=[C:9]([N+:11]([O-:13])=[O:12])[N:8]=[CH:7]1)[CH3:5]. Given the reactants [CH3:1][C:2]([N:6]1[CH:10]=[C:9]([N+:11]([O-:13])=[O:12])[N:8]=[CH:7]1)([CH3:5])[CH:3]=O.[CH3:14][NH:15][CH3:16], predict the reaction product. (4) Given the reactants Cl[C:2]1[CH:3]=[C:4]([C:31]([Cl:34])=[CH:32][N:33]=1)[C:5]([NH:7][C:8]1[CH:30]=[CH:29][C:11]2[CH2:12][CH2:13][C:14]3[C:15]([C:26]([NH2:28])=[O:27])=[N:16][N:17]([C:19]4[CH:24]=[CH:23][C:22]([F:25])=[CH:21][CH:20]=4)[C:18]=3[C:10]=2[CH:9]=1)=[O:6].[CH3:35][N:36]([CH3:41])[CH2:37][CH2:38][NH:39][CH3:40], predict the reaction product. The product is: [Cl:34][C:31]1[C:4]([C:5]([NH:7][C:8]2[CH:30]=[CH:29][C:11]3[CH2:12][CH2:13][C:14]4[C:15]([C:26]([NH2:28])=[O:27])=[N:16][N:17]([C:19]5[CH:24]=[CH:23][C:22]([F:25])=[CH:21][CH:20]=5)[C:18]=4[C:10]=3[CH:9]=2)=[O:6])=[CH:3][C:2]([N:39]([CH2:38][CH2:37][N:36]([CH3:41])[CH3:35])[CH3:40])=[N:33][CH:32]=1. (5) Given the reactants [CH3:1]/[CH:2]=[C:3]1\[C@H:4]2[CH:11]=[C:10]([CH3:12])[CH2:9][C@@:8]\1([NH2:13])[C:7]1[CH:14]=[CH:15][C:16]([NH:18][C:6]=1[CH2:5]2)=[O:17].C(N(CC)CC)C.[C:26](Cl)(=[O:30])[O:27][CH2:28][CH3:29], predict the reaction product. The product is: [CH2:28]([O:27][C:26]([NH:13][C@@:8]12[C:7]3[CH:14]=[CH:15][C:16](=[O:17])[NH:18][C:6]=3[CH2:5][C@@H:4](/[C:3]/1=[CH:2]\[CH3:1])[CH:11]=[C:10]([CH3:12])[CH2:9]2)=[O:30])[CH3:29].